This data is from Experimentally validated miRNA-target interactions with 360,000+ pairs, plus equal number of negative samples. The task is: Binary Classification. Given a miRNA mature sequence and a target amino acid sequence, predict their likelihood of interaction. (1) The miRNA is hsa-miR-3143 with sequence AUAACAUUGUAAAGCGCUUCUUUCG. The protein sequence of the target gene is MRLPWELLVLQSFILCLADDSTLHGPIFIQEPSPVMFPLDSEEKKVKLNCEVKGNPKPHIRWKLNGTDVDTGMDFRYSVVEGSLLINNPNKTQDAGTYQCTATNSFGTIVSREAKLQFAYLDNFKTRTRSTVSVRRGQGMVLLCGPPPHSGELSYAWIFNEYPSYQDNRRFVSQETGNLYIAKVEKSDVGNYTCVVTNTVTNHKVLGPPTPLILRNDGVMGEYEPKIEVQFPETVPTAKGATVKLECFALGNPVPTIIWRRADGKPIARKARRHKSNGILEIPNFQQEDAGLYECVAENS.... Result: 0 (no interaction). (2) The miRNA is hsa-miR-203a-3p with sequence GUGAAAUGUUUAGGACCACUAG. The protein sequence of the target gene is MELTELLLVVMLLLTARLTLSSPAPPACDLRVLSKLLRDSHVLHSRLSQCPEVHPLPTPVLLPAVDFSLGEWKTQMEETKAQDILGAVTLLLEGVMAARGQLGPTCLSSLLGQLSGQVRLLLGALQSLLGTQLPPQGRTTAHKDPNAIFLSFQHLLRGKVRFLMLVGGSTLCVRRAPPTTAVPSRTSLVLTLNELPNRTSGLLETNFTASARTTGSGLLKWQQGFRAKIPGLLNQTSRSLDQIPGYLNRIHELLNGTRGLFPGPSRRTLGAPDISSGTSDTGSLPPNLQPGYSPSPTHPP.... Result: 0 (no interaction). (3) The miRNA is hsa-miR-7106-5p with sequence UGGGAGGAGGGGAUCUUGGG. The protein sequence of the target gene is MRKIDLCLSSEGSEVILATSSDEKHPPENIIDGNPETFWTTTGMFPQEFIICFHKHVRIERLVIQSYFVQTLKIEKSTSKEPVDFEQWIEKDLVHTEGQLQNEEIVAHDGSATYLRFIIVSAFDHFASVHSVSAEGTVVSNLSS. Result: 0 (no interaction).